This data is from Full USPTO retrosynthesis dataset with 1.9M reactions from patents (1976-2016). The task is: Predict the reactants needed to synthesize the given product. (1) Given the product [CH3:25][C:24]([OH:63])([C:26]1[CH:27]=[CH:28][CH:29]=[CH:30][C:31]=1[CH2:32][CH2:33][C@@H:34]([S:54][CH2:55][C:56]1([CH2:59][C:60]([O-:62])=[O:61])[CH2:57][CH2:58]1)[C:35]1[CH:36]=[CH:37][CH:38]=[C:39](/[CH:41]=[CH:42]/[C:43]2[CH:44]=[CH:45][C:46]3[CH:47]=[CH:48][C:49]([Cl:53])=[CH:50][C:51]=3[N:52]=2)[CH:40]=1)[CH3:23].[Na+:11], predict the reactants needed to synthesize it. The reactants are: SCC1(CC(O)=O)CC1.[OH-].[Na+:11].[Cl-].[Na+].C1(N)CCCCCCC1.[CH3:23][C:24]([OH:63])([C:26]1[CH:27]=[CH:28][CH:29]=[CH:30][C:31]=1[CH2:32][CH2:33][C@@H:34]([S:54][CH2:55][C:56]1([CH2:59][C:60]([OH:62])=[O:61])[CH2:58][CH2:57]1)[C:35]1[CH:36]=[CH:37][CH:38]=[C:39](/[CH:41]=[CH:42]/[C:43]2[CH:44]=[CH:45][C:46]3[CH:47]=[CH:48][C:49]([Cl:53])=[CH:50][C:51]=3[N:52]=2)[CH:40]=1)[CH3:25].C(O)(=O)CC(CC(O)=O)(C(O)=O)O. (2) Given the product [F:23][C:4]1[CH:3]=[C:2]([N:1]=[C:25]=[O:26])[CH:22]=[CH:21][C:5]=1[O:6][C:7]1[CH:12]=[CH:11][N:10]=[C:9]([NH:13][C:14]([N:16]2[CH2:17][CH2:18][CH2:19][CH2:20]2)=[O:15])[CH:8]=1, predict the reactants needed to synthesize it. The reactants are: [NH2:1][C:2]1[CH:22]=[CH:21][C:5]([O:6][C:7]2[CH:12]=[CH:11][N:10]=[C:9]([NH:13][C:14]([N:16]3[CH2:20][CH2:19][CH2:18][CH2:17]3)=[O:15])[CH:8]=2)=[C:4]([F:23])[CH:3]=1.Cl[C:25](OC(Cl)(Cl)Cl)=[O:26]. (3) Given the product [NH2:7][CH2:8][CH2:9][CH2:10][N:11]1[C:20]2[CH:19]=[CH:18][C:17]([C:21]#[N:22])=[CH:16][C:15]=2[C:14]2=[N:23][NH:24][C:25]([CH3:26])=[C:13]2[C:12]1=[O:33], predict the reactants needed to synthesize it. The reactants are: C(OC(=O)[NH:7][CH2:8][CH2:9][CH2:10][N:11]1[C:20]2[CH:19]=[CH:18][C:17]([C:21]#[N:22])=[CH:16][C:15]=2[C:14]2=[N:23][N:24](C3CCCCO3)[C:25]([CH3:26])=[C:13]2[C:12]1=[O:33])(C)(C)C.Cl.CCOCC. (4) Given the product [N+:6]([C:9]1[CH:10]=[CH:11][C:12]([C@@H:15]2[CH2:17][C@H:16]2[C:18]([O:5][CH3:4])=[O:19])=[CH:13][CH:14]=1)([O-:8])=[O:7], predict the reactants needed to synthesize it. The reactants are: CN([CH:4]=[O:5])C.[N+:6]([C:9]1[CH:14]=[CH:13][C:12]([C@@H:15]2[CH2:17][C@H:16]2[C:18](O)=[O:19])=[CH:11][CH:10]=1)([O-:8])=[O:7].C([O-])([O-])=O.[K+].[K+].CI.